From a dataset of Forward reaction prediction with 1.9M reactions from USPTO patents (1976-2016). Predict the product of the given reaction. (1) Given the reactants [CH3:1][O:2][C:3]1[CH:4]=[C:5]([OH:9])[CH:6]=[CH:7][CH:8]=1.[H-].[Na+].[Cl:12][CH2:13][CH2:14][CH2:15]I.[Na+].[Cl-], predict the reaction product. The product is: [Cl:12][CH2:13][CH2:14][CH2:15][O:9][C:5]1[CH:6]=[CH:7][CH:8]=[C:3]([O:2][CH3:1])[CH:4]=1. (2) Given the reactants [N:1]1[CH:10]=[CH:9][CH:8]=[C:7]2[C:2]=1[C:3]1[N:14]3[O:15][CH2:16][CH2:17][CH2:18][C:13]3=[N:12][C:4]=1[CH:5]=[N+:6]2[O-].ClC(Cl)(Cl)C([N:23]=C=O)=O, predict the reaction product. The product is: [N:1]1[CH:10]=[CH:9][CH:8]=[C:7]2[C:2]=1[C:3]1[N:14]3[O:15][CH2:16][CH2:17][CH2:18][C:13]3=[N:12][C:4]=1[C:5]([NH2:23])=[N:6]2.